Dataset: Peptide-MHC class I binding affinity with 185,985 pairs from IEDB/IMGT. Task: Regression. Given a peptide amino acid sequence and an MHC pseudo amino acid sequence, predict their binding affinity value. This is MHC class I binding data. The peptide sequence is QRHPNFPSK. The MHC is HLA-A02:06 with pseudo-sequence HLA-A02:06. The binding affinity (normalized) is 0.0847.